Task: Regression. Given a peptide amino acid sequence and an MHC pseudo amino acid sequence, predict their binding affinity value. This is MHC class II binding data.. Dataset: Peptide-MHC class II binding affinity with 134,281 pairs from IEDB The peptide sequence is QPEWFRNVLSIAPIMF. The MHC is DRB5_0101 with pseudo-sequence DRB5_0101. The binding affinity (normalized) is 0.401.